From a dataset of Retrosynthesis with 50K atom-mapped reactions and 10 reaction types from USPTO. Predict the reactants needed to synthesize the given product. Given the product CNCC(=O)N(Cc1ccc(C2CCCCC2)cc1)c1ccc(C(=O)OCc2ccccc2)c(OCc2ccccc2)c1, predict the reactants needed to synthesize it. The reactants are: CN(CC(=O)N(Cc1ccc(C2CCCCC2)cc1)c1ccc(C(=O)OCc2ccccc2)c(OCc2ccccc2)c1)C(=O)C(F)(F)F.